Dataset: Reaction yield outcomes from USPTO patents with 853,638 reactions. Task: Predict the reaction yield, written as a fraction of the theoretical maximum amount of product (1.0 means a 100% yield; for example, 0.34 means a 34% yield). (1) The catalyst is CN(C=O)C. The reactants are Br[CH2:2][CH2:3][CH2:4][CH:5]=[CH2:6].C([O-])([O-])=O.[K+].[K+].[C:13]1(=[O:23])[NH:17][C:16](=[O:18])[C:15]2=[CH:19][CH:20]=[CH:21][CH:22]=[C:14]12.[K].O. The yield is 0.725. The product is [CH2:2]([N:17]1[C:13](=[O:23])[C:14]2[C:15](=[CH:19][CH:20]=[CH:21][CH:22]=2)[C:16]1=[O:18])[CH2:3][CH2:4][CH:5]=[CH2:6]. (2) The reactants are [OH:1][CH2:2][C@@H:3]([N:8]1[C:17]2[C:12](=[CH:13][C:14]([O:20][CH2:21][C:22]3[CH:27]=[CH:26][C:25]([O:28][CH3:29])=[CH:24][CH:23]=3)=[C:15]([O:18][CH3:19])[CH:16]=2)[C:11](=[O:30])[C:10]([C:31]([O:33][CH2:34][CH3:35])=[O:32])=[CH:9]1)[C:4]([CH3:7])([CH3:6])[CH3:5].[CH3:36][C:37]([Si:40](Cl)([CH3:42])[CH3:41])([CH3:39])[CH3:38].N1C=CN=C1. The catalyst is CN(C=O)C. The product is [Si:40]([O:1][CH2:2][C@@H:3]([N:8]1[C:17]2[C:12](=[CH:13][C:14]([O:20][CH2:21][C:22]3[CH:27]=[CH:26][C:25]([O:28][CH3:29])=[CH:24][CH:23]=3)=[C:15]([O:18][CH3:19])[CH:16]=2)[C:11](=[O:30])[C:10]([C:31]([O:33][CH2:34][CH3:35])=[O:32])=[CH:9]1)[C:4]([CH3:7])([CH3:6])[CH3:5])([C:37]([CH3:39])([CH3:38])[CH3:36])([CH3:42])[CH3:41]. The yield is 0.960. (3) The reactants are [CH3:1][N:2]([CH3:12])[CH2:3][CH2:4][N:5]1[C:9]([NH2:10])=[CH:8][C:7]([CH3:11])=[N:6]1.[C:13]1(=O)[CH2:18][CH2:17][CH2:16][CH2:15][CH2:14]1. The catalyst is C(O)(=O)C. The product is [C:13]1([C:8]2[C:7]([CH3:11])=[N:6][N:5]([CH2:4][CH2:3][N:2]([CH3:12])[CH3:1])[C:9]=2[NH2:10])[CH2:18][CH2:17][CH2:16][CH2:15][CH:14]=1. The yield is 0.750. (4) The reactants are [CH2:1]([O:8][C:9]1[CH:14]=[CH:13][C:12]([CH:15]([OH:22])[CH2:16][NH:17][C:18](=O)[CH2:19][CH3:20])=[CH:11][CH:10]=1)[C:2]1[CH:7]=[CH:6][CH:5]=[CH:4][CH:3]=1. The catalyst is C1COCC1. The product is [CH2:1]([O:8][C:9]1[CH:10]=[CH:11][C:12]([CH:15]([OH:22])[CH2:16][NH:17][CH2:18][CH2:19][CH3:20])=[CH:13][CH:14]=1)[C:2]1[CH:3]=[CH:4][CH:5]=[CH:6][CH:7]=1. The yield is 0.990. (5) The reactants are [CH3:1][S:2][CH2:3][CH2:4][CH2:5][NH2:6].[CH3:7][CH2:8][CH2:9][CH2:10][CH2:11][CH3:12].[C:13]([O:16]CC)(=[O:15])C. No catalyst specified. The product is [CH3:1][S:2][CH2:3][CH2:4][CH2:5][NH:6][C:13](=[O:15])[O:16][C:9]1[CH:8]=[CH:7][CH:12]=[CH:11][CH:10]=1. The yield is 0.931. (6) The reactants are O.[NH2:2][NH2:3].[NH2:4][C:5]1[C:12]([I:13])=[CH:11][C:8]([C:9]#[N:10])=[C:7](S(C)=O)[N:6]=1.O. The catalyst is CC(O)C. The product is [I:13][C:12]1[CH:11]=[C:8]2[C:9]([NH2:10])=[N:3][NH:2][C:7]2=[N:6][C:5]=1[NH2:4]. The yield is 0.670. (7) The reactants are [F:1][C:2]1[C:7]([C:8]2[C:13]([F:14])=[C:12]([F:15])[C:11](F)=[C:10]([F:17])[C:9]=2[F:18])=[C:6]([F:19])[C:5]([F:20])=[C:4]([F:21])[C:3]=1[F:22].[CH2:23]([O:30][C:31]([C:33]1[CH:39]=[CH:38][C:36]([O-:37])=[CH:35][CH:34]=1)=[O:32])[C:24]1[CH:29]=[CH:28][CH:27]=[CH:26][CH:25]=1.[K+].[K]. The catalyst is CN(C)C=O. The product is [CH2:23]([O:30][C:31]([C:33]1[CH:34]=[CH:35][C:36]([O:37][C:11]2[C:10]([F:17])=[C:9]([F:18])[C:8]([C:7]3[C:2]([F:1])=[C:3]([F:22])[C:4]([F:21])=[C:5]([F:20])[C:6]=3[F:19])=[C:13]([F:14])[C:12]=2[F:15])=[CH:38][CH:39]=1)=[O:32])[C:24]1[CH:25]=[CH:26][CH:27]=[CH:28][CH:29]=1. The yield is 0.920. (8) The reactants are [F:1][C:2]1[CH:10]=[CH:9][CH:8]=[CH:7][C:3]=1[C:4](Cl)=[O:5].[CH3:11][NH:12][O:13][CH3:14].C(N(CC)CC)C. The catalyst is C(Cl)Cl. The product is [F:1][C:2]1[CH:10]=[CH:9][CH:8]=[CH:7][C:3]=1[C:4]([N:12]([O:13][CH3:14])[CH3:11])=[O:5]. The yield is 0.846.